The task is: Predict the product of the given reaction.. This data is from Forward reaction prediction with 1.9M reactions from USPTO patents (1976-2016). Given the reactants Cl[C:2]1[CH:3]=[C:4]([C:14]([NH:16][CH2:17][C:18]2[C:19](=[O:26])[NH:20][C:21]([CH3:25])=[CH:22][C:23]=2[CH3:24])=[O:15])[C:5]2[CH:10]=[N:9][N:8]([CH:11]([CH3:13])[CH3:12])[C:6]=2[N:7]=1.[CH3:27][O:28][C:29]1[CH:30]=[N:31][CH:32]=[C:33](B2OC(C)(C)C(C)(C)O2)[CH:34]=1.C(=O)(O)[O-].[Na+].[O-]S([O-])(=O)=O.[Na+].[Na+], predict the reaction product. The product is: [CH3:24][C:23]1[CH:22]=[C:21]([CH3:25])[NH:20][C:19](=[O:26])[C:18]=1[CH2:17][NH:16][C:14]([C:4]1[C:5]2[CH:10]=[N:9][N:8]([CH:11]([CH3:13])[CH3:12])[C:6]=2[N:7]=[C:2]([C:33]2[CH:32]=[N:31][CH:30]=[C:29]([O:28][CH3:27])[CH:34]=2)[CH:3]=1)=[O:15].